From a dataset of Reaction yield outcomes from USPTO patents with 853,638 reactions. Predict the reaction yield, written as a fraction of the theoretical maximum amount of product (1.0 means a 100% yield; for example, 0.34 means a 34% yield). (1) The reactants are C([N-]C(C)C)(C)C.[Li+].[CH2:9]([O:11][C:12](=[O:23])[CH2:13][C:14]1[CH:19]=[CH:18][C:17]([N+:20]([O-:22])=[O:21])=[CH:16][CH:15]=1)[CH3:10].I[CH2:25][CH:26]1[CH2:30][CH2:29][CH2:28][CH2:27]1. The catalyst is CN(C)P(N(C)C)(N(C)C)=O. The product is [CH2:9]([O:11][C:12](=[O:23])[CH:13]([C:14]1[CH:19]=[CH:18][C:17]([N+:20]([O-:22])=[O:21])=[CH:16][CH:15]=1)[CH2:25][CH:26]1[CH2:30][CH2:29][CH2:28][CH2:27]1)[CH3:10]. The yield is 0.772. (2) The reactants are [CH3:1][C:2]1[C:6]([CH2:7][N:8]2[CH:12]=[C:11]([N:13]3[C:17](=[O:18])[CH:16]([CH2:19][C:20]([OH:22])=O)[NH:15][C:14]3=[O:23])[CH:10]=[N:9]2)=[C:5]([CH3:24])[O:4][N:3]=1.[NH2:25][C:26]1[CH:31]=[CH:30][CH:29]=[CH:28][CH:27]=1.C(N(CC)CC)C. The catalyst is CN(C=O)C.C(OCC)(=O)C. The product is [CH3:1][C:2]1[C:6]([CH2:7][N:8]2[CH:12]=[C:11]([N:13]3[C:17](=[O:18])[CH:16]([CH2:19][C:20]([NH:25][C:26]4[CH:31]=[CH:30][CH:29]=[CH:28][CH:27]=4)=[O:22])[NH:15][C:14]3=[O:23])[CH:10]=[N:9]2)=[C:5]([CH3:24])[O:4][N:3]=1. The yield is 0.500.